This data is from Full USPTO retrosynthesis dataset with 1.9M reactions from patents (1976-2016). The task is: Predict the reactants needed to synthesize the given product. (1) Given the product [C:29]([OH:31])(=[O:30])[C:26]([OH:42])=[O:41].[CH2:1]([N:3]1[CH2:4][CH2:5][N:6]([C:9]2[C:18]3[C:13](=[CH:14][CH:15]=[CH:16][CH:17]=3)[CH:12]=[C:11]([C:19]3[CH:20]=[CH:21][C:22]([CH2:25][C:26]([CH3:27])([CH3:28])[CH2:29][OH:30])=[CH:23][CH:24]=3)[N:10]=2)[CH2:7][CH2:8]1)[CH3:2], predict the reactants needed to synthesize it. The reactants are: [CH2:1]([N:3]1[CH2:8][CH2:7][N:6]([C:9]2[C:18]3[C:13](=[CH:14][CH:15]=[CH:16][CH:17]=3)[CH:12]=[C:11]([C:19]3[CH:24]=[CH:23][C:22]([CH2:25][C:26]([C:29]([O:31]C)=[O:30])([CH3:28])[CH3:27])=[CH:21][CH:20]=3)[N:10]=2)[CH2:5][CH2:4]1)[CH3:2].[H-].[Al+3].[Li+].[H-].[H-].[H-].[Cl-].[Na+].[OH2:41].[O:42]1CCCC1. (2) Given the product [Cl:1][C:2]1[C:7]([C:8]([NH:49][S:46]([C:44]2[CH:43]=[CH:42][CH:41]=[C:40]([N:34]3[CH2:39][CH2:38][CH2:37][CH2:36][CH2:35]3)[N:45]=2)(=[O:47])=[O:48])=[O:10])=[CH:6][CH:5]=[C:4]([N:11]2[CH:15]=[CH:14][C:13]([O:16][CH2:17][C:18]([CH3:21])([CH3:20])[CH3:19])=[N:12]2)[N:3]=1, predict the reactants needed to synthesize it. The reactants are: [Cl:1][C:2]1[C:7]([C:8]([OH:10])=O)=[CH:6][CH:5]=[C:4]([N:11]2[CH:15]=[CH:14][C:13]([O:16][CH2:17][C:18]([CH3:21])([CH3:20])[CH3:19])=[N:12]2)[N:3]=1.C(C1NC=CN=1)(C1NC=CN=1)=O.[N:34]1([C:40]2[N:45]=[C:44]([S:46]([NH2:49])(=[O:48])=[O:47])[CH:43]=[CH:42][CH:41]=2)[CH2:39][CH2:38][CH2:37][CH2:36][CH2:35]1.[H-].[Na+].C(O)(=O)C. (3) Given the product [CH:23]1([C:26]2[CH:31]=[CH:30][N:29]=[CH:28][C:27]=2[N:3]2[C@H:4]3[CH2:22][CH2:21][CH2:20][CH2:19][C@@H:5]3[N:6]([C:7]3[CH:14]=[CH:13][C:10]([C:11]#[N:12])=[C:9]([C:15]([F:18])([F:16])[F:17])[CH:8]=3)[C:2]2=[O:1])[CH2:25][CH2:24]1, predict the reactants needed to synthesize it. The reactants are: [O:1]=[C:2]1[N:6]([C:7]2[CH:14]=[CH:13][C:10]([C:11]#[N:12])=[C:9]([C:15]([F:18])([F:17])[F:16])[CH:8]=2)[C@H:5]2[CH2:19][CH2:20][CH2:21][CH2:22][C@@H:4]2[NH:3]1.[CH:23]1([C:26]2[CH:31]=[CH:30][N:29]=[CH:28][C:27]=2I)[CH2:25][CH2:24]1. (4) Given the product [Cl:17][CH2:13][C:12]1[C:7]([N:4]2[CH2:5][CH2:6][C@@H:2]([F:1])[CH2:3]2)=[N:8][CH:9]=[CH:10][CH:11]=1, predict the reactants needed to synthesize it. The reactants are: [F:1][C@@H:2]1[CH2:6][CH2:5][N:4]([C:7]2[C:12]([CH2:13]O)=[CH:11][CH:10]=[CH:9][N:8]=2)[CH2:3]1.O=S(Cl)[Cl:17]. (5) Given the product [CH2:1]([O:8][C:9]([N:11]1[CH2:16][CH2:15][CH:14]([CH:17]([O:22][S:31]([C:30]([F:43])([F:42])[F:29])(=[O:33])=[O:32])[C:18]([F:20])([F:21])[F:19])[CH2:13][CH2:12]1)=[O:10])[C:2]1[CH:3]=[CH:4][CH:5]=[CH:6][CH:7]=1, predict the reactants needed to synthesize it. The reactants are: [CH2:1]([O:8][C:9]([N:11]1[CH2:16][CH2:15][CH:14]([CH:17]([OH:22])[C:18]([F:21])([F:20])[F:19])[CH2:13][CH2:12]1)=[O:10])[C:2]1[CH:7]=[CH:6][CH:5]=[CH:4][CH:3]=1.N1C=CC=CC=1.[F:29][C:30]([F:43])([F:42])[S:31](O[S:31]([C:30]([F:43])([F:42])[F:29])(=[O:33])=[O:32])(=[O:33])=[O:32]. (6) Given the product [Br:13][CH2:14][CH2:15][CH2:16][O:1][N:2]1[C:3](=[O:12])[C:4]2[C:5](=[CH:8][CH:9]=[CH:10][CH:11]=2)[C:6]1=[O:7], predict the reactants needed to synthesize it. The reactants are: [OH:1][N:2]1[C:6](=[O:7])[C:5]2=[CH:8][CH:9]=[CH:10][CH:11]=[C:4]2[C:3]1=[O:12].[Br:13][CH2:14][CH2:15][CH2:16]Br.C(N(CC)CC)C.